Task: Predict the product of the given reaction.. Dataset: Forward reaction prediction with 1.9M reactions from USPTO patents (1976-2016) (1) Given the reactants [S:1]1[C:5]([C:6]([OH:8])=O)=[CH:4][C:3]2[CH:9]=[CH:10][CH:11]=[CH:12][C:2]1=2.[NH2:13][C:14]1[CH:15]=[CH:16][C:17]([O:22][CH:23]2[CH2:28][CH2:27][N:26]([CH2:29][C:30]3[CH:35]=[CH:34][CH:33]=[CH:32][CH:31]=3)[CH2:25][CH2:24]2)=[C:18]([CH:21]=1)[C:19]#[N:20], predict the reaction product. The product is: [CH2:29]([N:26]1[CH2:25][CH2:24][CH:23]([O:22][C:17]2[CH:16]=[CH:15][C:14]([NH:13][C:6]([C:5]3[S:1][C:2]4[CH:12]=[CH:11][CH:10]=[CH:9][C:3]=4[CH:4]=3)=[O:8])=[CH:21][C:18]=2[C:19]#[N:20])[CH2:28][CH2:27]1)[C:30]1[CH:35]=[CH:34][CH:33]=[CH:32][CH:31]=1. (2) Given the reactants [C:1]([O:5][C:6]([N:8]1[CH2:13][CH2:12][N:11]([C:14]2[N:19]=[C:18]([C:20]3[CH:25]=[CH:24][N:23]=[C:22](Cl)[CH:21]=3)[CH:17]=[C:16]([S:27]([CH3:30])(=[O:29])=[O:28])[CH:15]=2)[CH2:10][CH2:9]1)=[O:7])([CH3:4])([CH3:3])[CH3:2].CC([O-])(C)C.[Na+].[CH:37]1([NH2:43])[CH2:42][CH2:41][CH2:40][CH2:39][CH2:38]1, predict the reaction product. The product is: [C:1]([O:5][C:6]([N:8]1[CH2:13][CH2:12][N:11]([C:14]2[N:19]=[C:18]([C:20]3[CH:25]=[CH:24][N:23]=[C:22]([NH:43][CH:37]4[CH2:42][CH2:41][CH2:40][CH2:39][CH2:38]4)[CH:21]=3)[CH:17]=[C:16]([S:27]([CH3:30])(=[O:29])=[O:28])[CH:15]=2)[CH2:10][CH2:9]1)=[O:7])([CH3:4])([CH3:3])[CH3:2]. (3) Given the reactants [C:1]([C:5]1[CH:9]=[C:8]([NH:10][C:11]2[CH:20]=[C:19](Cl)[CH:18]=[CH:17][C:12]=2[C:13]([O:15][CH3:16])=[O:14])[N:7]([C:22]2[CH:27]=[CH:26][CH:25]=[CH:24][C:23]=2[CH3:28])[N:6]=1)([CH3:4])([CH3:3])[CH3:2].[CH2:29](B(O)O)[CH3:30].C(P(C(C)(C)C)C(C)(C)C)(C)(C)C.[F-].[K+], predict the reaction product. The product is: [C:1]([C:5]1[CH:9]=[C:8]([NH:10][C:11]2[CH:20]=[C:19]([CH2:29][CH3:30])[CH:18]=[CH:17][C:12]=2[C:13]([O:15][CH3:16])=[O:14])[N:7]([C:22]2[CH:27]=[CH:26][CH:25]=[CH:24][C:23]=2[CH3:28])[N:6]=1)([CH3:4])([CH3:3])[CH3:2]. (4) Given the reactants Br[C:2]1[CH:3]=[CH:4][C:5]([O:18][CH3:19])=[C:6]([CH:17]=1)[CH2:7][C@H:8]1[CH2:12][O:11][C:10](=[O:13])[N:9]1[CH2:14][CH2:15][CH3:16].[C:20]1(C)C=CC=CC=1.CCOC(C)=O.[NH3:33], predict the reaction product. The product is: [CH3:19][O:18][C:5]1[CH:4]=[CH:3][C:2]([C:20]#[N:33])=[CH:17][C:6]=1[CH2:7][C@H:8]1[CH2:12][O:11][C:10](=[O:13])[N:9]1[CH2:14][CH2:15][CH3:16]. (5) Given the reactants S(=O)(=O)(O)N.[C:6]1([N:12]2[CH:16]=[C:15]([CH:17]=[O:18])[CH:14]=[N:13]2)[CH:11]=[CH:10][CH:9]=[CH:8][CH:7]=1.Cl([O-])=[O:20].[Na+], predict the reaction product. The product is: [C:6]1([N:12]2[CH:16]=[C:15]([C:17]([OH:20])=[O:18])[CH:14]=[N:13]2)[CH:11]=[CH:10][CH:9]=[CH:8][CH:7]=1.